This data is from Forward reaction prediction with 1.9M reactions from USPTO patents (1976-2016). The task is: Predict the product of the given reaction. Given the reactants [NH2:1][CH2:2][C:3]1[CH:4]=[C:5]2[C:9](=[CH:10][CH:11]=1)[C:8](=[O:12])[N:7]([CH:13]1[CH2:18][CH2:17][C:16](=[O:19])[NH:15][C:14]1=[O:20])[CH2:6]2.S(O)(=O)(=O)C.[F:26][C:27]([F:37])([C:31]1([OH:36])[CH2:35][CH2:34][CH2:33][CH2:32]1)[C:28](O)=[O:29].C(N(C(C)C)CC)(C)C.F[P-](F)(F)(F)(F)F.CN(C(N(C)C)=[N+]1C2C(=NC=CC=2)[N+]([O-])=N1)C, predict the reaction product. The product is: [O:20]=[C:14]1[CH:13]([N:7]2[CH2:6][C:5]3[C:9](=[CH:10][CH:11]=[C:3]([CH2:2][NH:1][C:28](=[O:29])[C:27]([F:26])([F:37])[C:31]4([OH:36])[CH2:35][CH2:34][CH2:33][CH2:32]4)[CH:4]=3)[C:8]2=[O:12])[CH2:18][CH2:17][C:16](=[O:19])[NH:15]1.